Dataset: Full USPTO retrosynthesis dataset with 1.9M reactions from patents (1976-2016). Task: Predict the reactants needed to synthesize the given product. Given the product [Cl:1][C:2]1[CH:8]=[CH:7][CH:6]=[CH:5][C:3]=1[NH:4][C:23](=[O:24])[C:20]1[CH:19]=[CH:18][C:17]([S:14]([CH3:13])(=[O:16])=[O:15])=[CH:22][N:21]=1, predict the reactants needed to synthesize it. The reactants are: [Cl:1][C:2]1[CH:8]=[CH:7][CH:6]=[CH:5][C:3]=1[NH2:4].C[Al](C)C.[CH3:13][S:14]([C:17]1[CH:18]=[CH:19][C:20]([C:23](OC)=[O:24])=[N:21][CH:22]=1)(=[O:16])=[O:15].Cl.